Dataset: Full USPTO retrosynthesis dataset with 1.9M reactions from patents (1976-2016). Task: Predict the reactants needed to synthesize the given product. (1) Given the product [Br:34][CH2:26][C:9]1[C:10]2[C:15](=[O:16])[N:14]([CH2:17][CH2:18][C:19]([O:21][CH3:22])=[O:20])[C:13](=[O:23])[N:12]([CH3:24])[C:11]=2[S:25][C:8]=1[C:5]1[CH:6]=[CH:7][C:2]([Cl:1])=[CH:3][CH:4]=1, predict the reactants needed to synthesize it. The reactants are: [Cl:1][C:2]1[CH:7]=[CH:6][C:5]([C:8]2[S:25][C:11]3[N:12]([CH3:24])[C:13](=[O:23])[N:14]([CH2:17][CH2:18][C:19]([O:21][CH3:22])=[O:20])[C:15](=[O:16])[C:10]=3[C:9]=2[CH3:26])=[CH:4][CH:3]=1.C1C(=O)N([Br:34])C(=O)C1.C(OOC(=O)C1C=CC=CC=1)(=O)C1C=CC=CC=1. (2) The reactants are: [N:1]1([C:6]2[N:11]=[CH:10][C:9]([NH2:12])=[CH:8][CH:7]=2)[CH:5]=[CH:4][N:3]=[CH:2]1.[N:13]1([C:22]2[CH:29]=[CH:28][C:25]([C:26]#[N:27])=[CH:24][CH:23]=2)[C:17]2=[N:18][CH:19]=[CH:20][CH:21]=[C:16]2[CH:15]=[CH:14]1.[H-].[Na+]. Given the product [N:1]1([C:6]2[N:11]=[CH:10][C:9]([N:12]=[C:26]([NH2:27])[C:25]3[CH:24]=[CH:23][C:22]([N:13]4[C:17]5=[N:18][CH:19]=[CH:20][CH:21]=[C:16]5[CH:15]=[CH:14]4)=[CH:29][CH:28]=3)=[CH:8][CH:7]=2)[CH:5]=[CH:4][N:3]=[CH:2]1, predict the reactants needed to synthesize it.